This data is from Full USPTO retrosynthesis dataset with 1.9M reactions from patents (1976-2016). The task is: Predict the reactants needed to synthesize the given product. (1) Given the product [Cl:1][C:2]1[CH:9]=[CH:8][C:5]([C:6]([O:16][C:14]([CH3:17])([CH3:15])[CH3:13])=[O:23])=[CH:4][C:3]=1[N+:10]([O-:12])=[O:11], predict the reactants needed to synthesize it. The reactants are: [Cl:1][C:2]1[CH:9]=[CH:8][C:5]([CH2:6]Cl)=[CH:4][C:3]=1[N+:10]([O-:12])=[O:11].[CH3:13][C:14]([CH3:17])([O-:16])[CH3:15].[K+].CN(C=[O:23])C. (2) Given the product [CH3:1][C:2]1[N:3]=[C:4]([NH:8][C:9]([N:31]2[C@@H:32]3[CH2:36][N:35]([CH2:34][CH2:33]3)[C:29]3[CH:28]=[CH:27][C:26]([CH:22]4[CH2:23][CH2:24][CH2:25][CH:20]([C:19]([F:18])([F:38])[F:39])[CH2:21]4)=[N:37][C:30]2=3)=[O:17])[S:5][C:6]=1[CH3:7], predict the reactants needed to synthesize it. The reactants are: [CH3:1][C:2]1[N:3]=[C:4]([NH:8][C:9](=[O:17])OC2C=CC=CC=2)[S:5][C:6]=1[CH3:7].[F:18][C:19]([F:39])([F:38])[CH:20]1[CH2:25][CH2:24][CH2:23][CH:22]([C:26]2[CH:27]=[CH:28][C:29]3[N:35]4[CH2:36][C@H:32]([CH2:33][CH2:34]4)[NH:31][C:30]=3[N:37]=2)[CH2:21]1. (3) Given the product [C:18]([O:22][C:23]([N:25]1[CH2:30][CH2:29][N:28]([C:2]2[C:7]([C:8]#[C:9][C:10]3[CH:11]=[N:12][C:13]([NH2:16])=[CH:14][CH:15]=3)=[C:6]([CH3:17])[N:5]=[CH:4][N:3]=2)[CH2:27][CH2:26]1)=[O:24])([CH3:21])([CH3:19])[CH3:20], predict the reactants needed to synthesize it. The reactants are: Cl[C:2]1[C:7]([C:8]#[C:9][C:10]2[CH:11]=[N:12][C:13]([NH2:16])=[CH:14][CH:15]=2)=[C:6]([CH3:17])[N:5]=[CH:4][N:3]=1.[C:18]([O:22][C:23]([N:25]1[CH2:30][CH2:29][NH:28][CH2:27][CH2:26]1)=[O:24])([CH3:21])([CH3:20])[CH3:19].CCN(C(C)C)C(C)C. (4) The reactants are: Cl[CH:2]([CH3:11])[C:3]([CH2:5][C:6]([O:8][CH2:9][CH3:10])=[O:7])=O.[C:12]([NH2:15])(=[O:14])[CH3:13]. Given the product [CH2:2]([C:3]1[N:15]=[C:12]([CH3:13])[O:14][C:5]=1[C:6]([O:8][CH2:9][CH3:10])=[O:7])[CH3:11], predict the reactants needed to synthesize it.